Dataset: Full USPTO retrosynthesis dataset with 1.9M reactions from patents (1976-2016). Task: Predict the reactants needed to synthesize the given product. (1) Given the product [F:19][C:18]([F:21])([F:20])[CH:17]([C:12]1[N:7]=[CH:8][C:9]([OH:13])=[CH:10][CH:11]=1)[OH:16], predict the reactants needed to synthesize it. The reactants are: C(=O)([O-])[O-].[K+].[K+].[N:7]1[CH:12]=[CH:11][CH:10]=[C:9]([OH:13])[CH:8]=1.C([O:16][CH:17](O)[C:18]([F:21])([F:20])[F:19])C.O. (2) Given the product [N:15]1[C:16]2[C:21](=[CH:20][CH:19]=[CH:18][CH:17]=2)[CH:22]=[CH:23][C:14]=1[CH2:13][O:1][C:2]1[CH:6]=[C:5]([C:7]([O:9][CH3:10])=[O:8])[O:4][N:3]=1, predict the reactants needed to synthesize it. The reactants are: [OH:1][C:2]1[CH:6]=[C:5]([C:7]([O:9][CH3:10])=[O:8])[O:4][N:3]=1.Cl.Cl[CH2:13][C:14]1[CH:23]=[CH:22][C:21]2[C:16](=[CH:17][CH:18]=[CH:19][CH:20]=2)[N:15]=1.C(=O)([O-])[O-].[K+].[K+].CN(C)C=O. (3) The reactants are: [CH3:1][CH2:2][O:3][C:4](/[C:6](/Cl)=[N:7]\[OH:8])=[O:5].CCN(CC)CC.[Cl:17][C:18](Cl)=[CH2:19]. Given the product [CH2:2]([O:3][C:4]([C:6]1[CH:19]=[C:18]([Cl:17])[O:8][N:7]=1)=[O:5])[CH3:1], predict the reactants needed to synthesize it. (4) Given the product [Cl:37][C:34]([Cl:35])([Cl:36])[C:33]([N:30]1[CH2:31][CH2:32][N:27]([C:18]2[CH:19]=[C:20]([S:23]([N:8]3[C:9]4[C:5](=[CH:4][CH:3]=[C:2]([F:1])[CH:10]=4)[C:6]([CH2:11][CH3:12])=[CH:7]3)(=[O:24])=[O:25])[CH:21]=[CH:22][C:17]=2[O:16][CH3:15])[CH2:28][CH2:29]1)=[O:38], predict the reactants needed to synthesize it. The reactants are: [F:1][C:2]1[CH:10]=[C:9]2[C:5]([C:6]([CH2:11][CH3:12])=[CH:7][NH:8]2)=[CH:4][CH:3]=1.[H-].[Na+].[CH3:15][O:16][C:17]1[CH:22]=[CH:21][C:20]([S:23](Cl)(=[O:25])=[O:24])=[CH:19][C:18]=1[N:27]1[CH2:32][CH2:31][N:30]([C:33](=[O:38])[C:34]([Cl:37])([Cl:36])[Cl:35])[CH2:29][CH2:28]1. (5) Given the product [O:1]1[C:5]2[CH:6]=[CH:7][CH:8]=[CH:9][C:4]=2[N:3]=[C:2]1[C:10]1[CH:11]=[CH:12][C:13]2[N:17]([CH:18]3[CH2:23][CH2:22][O:21][CH2:20][CH2:19]3)[C:30]([C:25]3[CH:26]=[CH:27][CH:28]=[CH:29][N:24]=3)=[N:15][C:14]=2[CH:16]=1, predict the reactants needed to synthesize it. The reactants are: [O:1]1[C:5]2[CH:6]=[CH:7][CH:8]=[CH:9][C:4]=2[N:3]=[C:2]1[C:10]1[CH:11]=[CH:12][C:13]([NH:17][CH:18]2[CH2:23][CH2:22][O:21][CH2:20][CH2:19]2)=[C:14]([CH:16]=1)[NH2:15].[N:24]1[CH:29]=[CH:28][CH:27]=[CH:26][C:25]=1[CH:30]=O.OOS([O-])=O.[K+].C(=O)([O-])[O-].[K+].[K+]. (6) Given the product [C:1]([O:5][C:6]([N:8]1[CH2:14][CH2:13][CH2:12][N:11]([C:15]2[CH:20]=[C:19]([NH:21][S:33]([C:29]3[CH:30]=[CH:31][CH:32]=[C:27]([O:26][CH:25]([F:24])[F:37])[CH:28]=3)(=[O:35])=[O:34])[CH:18]=[CH:17][C:16]=2[O:22][CH3:23])[CH2:10][CH2:9]1)=[O:7])([CH3:4])([CH3:3])[CH3:2], predict the reactants needed to synthesize it. The reactants are: [C:1]([O:5][C:6]([N:8]1[CH2:14][CH2:13][CH2:12][N:11]([C:15]2[CH:20]=[C:19]([NH2:21])[CH:18]=[CH:17][C:16]=2[O:22][CH3:23])[CH2:10][CH2:9]1)=[O:7])([CH3:4])([CH3:3])[CH3:2].[F:24][CH:25]([F:37])[O:26][C:27]1[CH:28]=[C:29]([S:33](Cl)(=[O:35])=[O:34])[CH:30]=[CH:31][CH:32]=1.